From a dataset of Reaction yield outcomes from USPTO patents with 853,638 reactions. Predict the reaction yield, written as a fraction of the theoretical maximum amount of product (1.0 means a 100% yield; for example, 0.34 means a 34% yield). (1) The reactants are Cl[CH2:2][C:3]1[N:4]=[C:5]([NH:8][C:9](=[O:31])[C:10]2[CH:15]=[C:14]([O:16][C:17]3[CH:22]=[CH:21][C:20]([S:23]([CH3:26])(=[O:25])=[O:24])=[CH:19][CH:18]=3)[CH:13]=[C:12]([O:27][CH:28]([CH3:30])[CH3:29])[CH:11]=2)[S:6][CH:7]=1.[CH3:32][NH:33][CH3:34]. The catalyst is C1COCC1. The product is [CH3:32][N:33]([CH2:2][C:3]1[N:4]=[C:5]([NH:8][C:9](=[O:31])[C:10]2[CH:15]=[C:14]([O:16][C:17]3[CH:22]=[CH:21][C:20]([S:23]([CH3:26])(=[O:25])=[O:24])=[CH:19][CH:18]=3)[CH:13]=[C:12]([O:27][CH:28]([CH3:30])[CH3:29])[CH:11]=2)[S:6][CH:7]=1)[CH3:34]. The yield is 0.150. (2) The reactants are [NH2:1][C:2]1([CH2:15]C(OC)=O)[C:11]2[C:6](=[CH:7][CH:8]=[C:9]([Br:12])[CH:10]=2)[CH2:5][C:4]([CH3:14])([CH3:13])[CH2:3]1.C(N=C=N[CH2:25][CH2:26][CH2:27]N(C)C)C.CNC([NH:35][C:36](=[O:38])[O-:37])=S.[CH3:39][N:40]([CH3:43])[CH:41]=[O:42].[CH2:44](N(C(C)C)C(C)C)C. The catalyst is O. The product is [Br:12][C:9]1[CH:10]=[C:11]2[C:6]([CH2:5][C:4]([CH3:13])([CH3:14])[CH2:3][C:2]32[CH2:15][C:41](=[O:42])[N:40]([CH3:43])[C:39]([NH:35][C:36](=[O:37])[O:38][C:26]([CH3:25])([CH3:27])[CH3:44])=[N:1]3)=[CH:7][CH:8]=1. The yield is 0.695. (3) The reactants are FC1C=C(F)C=CC=1CN1C(=O)C=CC(CC2C3C(=CC=CC=3)N(CC(OC)=O)C=2C)=C1.[F:33][C:34]1[CH:35]=[C:36]2[C:40](=[CH:41][CH:42]=1)[N:39]([CH2:43][C:44]([O:46][CH3:47])=[O:45])[C:38]([CH3:48])=[C:37]2[CH2:49][C:50]1[CH:55]=[CH:54][C:53](=[O:56])[NH:52][CH:51]=1.C(=O)([O-])[O-].[K+].[K+].[F:63][C:64]1[C:71]([F:72])=[CH:70][CH:69]=[CH:68][C:65]=1[CH2:66]Br. No catalyst specified. The product is [F:63][C:64]1[C:71]([F:72])=[CH:70][CH:69]=[CH:68][C:65]=1[CH2:66][N:52]1[C:53](=[O:56])[CH:54]=[CH:55][C:50]([CH2:49][C:37]2[C:36]3[C:40](=[CH:41][CH:42]=[C:34]([F:33])[CH:35]=3)[N:39]([CH2:43][C:44]([O:46][CH3:47])=[O:45])[C:38]=2[CH3:48])=[CH:51]1. The yield is 0.560. (4) The reactants are ClC1C(Cl)=C(C2C=CC(Cl)=CC=2)N=C(C(Cl)=O)C=1.[F-].[K+].[Cl:21][C:22]1[CH:27]=[CH:26][C:25]([C:28]2[N:33]=[C:32]([C:34](F)=[O:35])[CH:31]=[C:30]([F:37])[C:29]=2[F:38])=[CH:24][CH:23]=1.C(N(CC)CC)C.[CH:46]([OH:49])([CH3:48])[CH3:47]. The catalyst is S1(CCCC1)(=O)=O.O. The product is [Cl:21][C:22]1[CH:27]=[CH:26][C:25]([C:28]2[N:33]=[C:32]([C:34]([O:49][CH:46]([CH3:48])[CH3:47])=[O:35])[CH:31]=[C:30]([F:37])[C:29]=2[F:38])=[CH:24][CH:23]=1. The yield is 0.480. (5) The reactants are [F:1][C:2]1[CH:3]=[C:4]([C:10]2[N:11]=[C:12]([CH3:23])[C:13]3[C:18]([S:19]([CH3:22])(=[O:21])=[O:20])=[CH:17][NH:16][C:14]=3[N:15]=2)[CH:5]=[CH:6][C:7]=1[O:8][CH3:9].[O-]P([O-])([O-])=O.[K+].[K+].[K+].I[C:33]1[CH:34]=[C:35]([CH:43]=[CH:44][CH:45]=1)[O:36][CH2:37][C:38]([N:40]([CH3:42])[CH3:41])=[O:39].CN[C@@H]1CCCC[C@H]1NC. The catalyst is CS(C)=O.[Cu]I. The product is [F:1][C:2]1[CH:3]=[C:4]([C:10]2[N:11]=[C:12]([CH3:23])[C:13]3[C:18]([S:19]([CH3:22])(=[O:21])=[O:20])=[CH:17][N:16]([C:33]4[CH:34]=[C:35]([CH:43]=[CH:44][CH:45]=4)[O:36][CH2:37][C:38]([N:40]([CH3:42])[CH3:41])=[O:39])[C:14]=3[N:15]=2)[CH:5]=[CH:6][C:7]=1[O:8][CH3:9]. The yield is 0.360. (6) The reactants are [C:1]1([CH2:7][CH:8]([C:10]2([C:16]3[CH:21]=[CH:20][CH:19]=[CH:18][CH:17]=3)SCCCS2)[OH:9])[CH:6]=[CH:5][CH:4]=[CH:3][CH:2]=1.C(#N)C.[OH2:25]. The catalyst is C(OCC)(=O)C. The product is [OH:9][CH:8]([CH2:7][C:1]1[CH:6]=[CH:5][CH:4]=[CH:3][CH:2]=1)[C:10]([C:16]1[CH:21]=[CH:20][CH:19]=[CH:18][CH:17]=1)=[O:25]. The yield is 0.740. (7) The reactants are C(OC(=O)[NH:5][C:6]([NH:8][C:9]1[CH:14]=[CH:13][C:12]([O:15][C:16]2[CH:21]=[CH:20][C:19]([Cl:22])=[C:18]([NH:23][C:24]([O:26][C:27]([CH3:30])([CH3:29])[CH3:28])=[O:25])[CH:17]=2)=[CH:11][N:10]=1)=S)C.[Cl-].O[NH3+].C([N:38](CC)C(C)C)(C)C.C(O)C. The catalyst is CO. The product is [NH2:38][C:6]1[N:8]=[C:9]2[CH:14]=[CH:13][C:12]([O:15][C:16]3[CH:21]=[CH:20][C:19]([Cl:22])=[C:18]([NH:23][C:24](=[O:25])[O:26][C:27]([CH3:29])([CH3:28])[CH3:30])[CH:17]=3)=[CH:11][N:10]2[N:5]=1. The yield is 0.920. (8) The reactants are [Cl:1][C:2]1[N:7]=[C:6]([Cl:8])[C:5]([N+:9]([O-])=O)=[CH:4][N:3]=1. The catalyst is C(O)(=O)C.[Fe]. The product is [Cl:1][C:2]1[N:7]=[C:6]([Cl:8])[C:5]([NH2:9])=[CH:4][N:3]=1. The yield is 0.800.